Dataset: Full USPTO retrosynthesis dataset with 1.9M reactions from patents (1976-2016). Task: Predict the reactants needed to synthesize the given product. (1) The reactants are: [C:1]([C:4]1[C:5](Cl)=[N:6][C:7]([CH3:15])=[C:8]([CH:14]=1)[C:9]([O:11][CH2:12][CH3:13])=[O:10])(=[O:3])[CH3:2].[NH:17]1[CH2:22][CH2:21][CH:20]([C:23]([OH:25])=[O:24])[CH2:19][CH2:18]1.CC#N. Given the product [C:1]([C:4]1[C:5]([N:17]2[CH2:22][CH2:21][CH:20]([C:23]([OH:25])=[O:24])[CH2:19][CH2:18]2)=[N:6][C:7]([CH3:15])=[C:8]([C:9]([O:11][CH2:12][CH3:13])=[O:10])[CH:14]=1)(=[O:3])[CH3:2], predict the reactants needed to synthesize it. (2) Given the product [Br:1][C:2]1[CH:9]=[C:8]([O:10][CH3:11])[C:5]([C:6]([OH:14])=[O:7])=[C:4]([F:12])[CH:3]=1, predict the reactants needed to synthesize it. The reactants are: [Br:1][C:2]1[CH:9]=[C:8]([O:10][CH3:11])[C:5]([CH:6]=[O:7])=[C:4]([F:12])[CH:3]=1.Cl([O-])=[O:14].[Na+].O.O.P(O)(O)([O-])=O.[Na+].CC(=CC)C. (3) The reactants are: [Mg].BrCCBr.Br[C:7]1[CH:8]=[C:9]2[C:14](=[CH:15][CH:16]=1)[CH:13]=[C:12]([O:17][CH3:18])[C:11]([CH:19]=[CH2:20])=[CH:10]2.[O:21]=[C:22]1[CH2:26][N:25]([C:27]([O:29][CH2:30][CH2:31][Si:32]([CH3:35])([CH3:34])[CH3:33])=[O:28])[C@H:24]([C:36]([O:38][CH3:39])=[O:37])[CH2:23]1. Given the product [OH:21][C@:22]1([C:7]2[CH:16]=[CH:15][C:14]3[C:9](=[CH:10][C:11]([CH:19]=[CH2:20])=[C:12]([O:17][CH3:18])[CH:13]=3)[CH:8]=2)[CH2:26][N:25]([C:27]([O:29][CH2:30][CH2:31][Si:32]([CH3:34])([CH3:35])[CH3:33])=[O:28])[C@H:24]([C:36]([O:38][CH3:39])=[O:37])[CH2:23]1, predict the reactants needed to synthesize it. (4) Given the product [Cl:23][C:6]1[N:7]=[C:2]([N:1]=[CH:27][N:28]([CH3:30])[CH3:29])[C:3]([C:19]#[N:20])=[N:4][C:5]=1[C:9]1[CH:14]=[CH:13][C:12](=[O:15])[N:11]([CH:16]([CH3:18])[CH3:17])[N:10]=1, predict the reactants needed to synthesize it. The reactants are: [NH2:1][C:2]1[C:3]([C:19]#[N:20])=[N:4][C:5]([C:9]2[CH:14]=[CH:13][C:12](=[O:15])[N:11]([CH:16]([CH3:18])[CH3:17])[N:10]=2)=[CH:6][N+:7]=1[O-].P(Cl)(Cl)([Cl:23])=O.O.[CH3:27][N:28]([CH:30]=O)[CH3:29].